This data is from Catalyst prediction with 721,799 reactions and 888 catalyst types from USPTO. The task is: Predict which catalyst facilitates the given reaction. Reactant: [OH:1][CH2:2][C:3]1[O:7][N:6]=[C:5]([C:8]([O:10]CC)=[O:9])[CH:4]=1.[H-].[Na+].[CH3:15][O:16][C:17]1[CH:24]=[CH:23][CH:22]=[CH:21][C:18]=1[CH2:19]Cl.[Cl-].[NH4+]. Product: [CH3:15][O:16][C:17]1[CH:24]=[CH:23][CH:22]=[CH:21][C:18]=1[CH2:19][O:1][CH2:2][C:3]1[O:7][N:6]=[C:5]([C:8]([OH:10])=[O:9])[CH:4]=1. The catalyst class is: 7.